Dataset: Reaction yield outcomes from USPTO patents with 853,638 reactions. Task: Predict the reaction yield, written as a fraction of the theoretical maximum amount of product (1.0 means a 100% yield; for example, 0.34 means a 34% yield). (1) The reactants are [H-].[Na+].[Cl:3][C:4]1[C:12]2[N:11]([CH2:13][C:14]([O:16]CC)=O)[C:10]3[CH2:19][CH2:20][N:21]([C:24]([O:26][C:27]([CH3:30])([CH3:29])[CH3:28])=[O:25])[CH2:22][CH2:23][C:9]=3[C:8]=2[CH:7]=[C:6](Cl)[CH:5]=1.[Cl:32]C1C2NC3CCN(C(OC(C)(C)C)=O)CCC=3C=2C=C(Cl)C=1.BrCC(OCC)=O. The catalyst is CN(C=O)C. The product is [Cl:3][C:4]1[C:12]2[N:11]([CH2:13][CH2:14][OH:16])[C:10]3[CH2:19][CH2:20][N:21]([C:24]([O:26][C:27]([CH3:29])([CH3:28])[CH3:30])=[O:25])[CH2:22][CH2:23][C:9]=3[C:8]=2[CH:7]=[CH:6][C:5]=1[Cl:32]. The yield is 0.980. (2) The reactants are C([O:8][CH2:9][C:10]1([C:15]([O:17][CH3:18])=[O:16])[CH2:14][CH2:13][CH2:12][O:11]1)C1C=CC=CC=1. The catalyst is CO.[Pd]. The product is [OH:8][CH2:9][C:10]1([C:15]([O:17][CH3:18])=[O:16])[CH2:14][CH2:13][CH2:12][O:11]1. The yield is 0.975. (3) The reactants are [H-].[Na+].[CH3:3][S:4]([CH:7]([CH3:13])[C:8]([O:10][CH2:11][CH3:12])=[O:9])(=[O:6])=[O:5].[Br:14][CH2:15][CH2:16]Br. The catalyst is CN(C=O)C. The product is [Br:14][CH2:15][CH2:16][C:7]([CH3:13])([S:4]([CH3:3])(=[O:5])=[O:6])[C:8]([O:10][CH2:11][CH3:12])=[O:9]. The yield is 0.500.